This data is from Catalyst prediction with 721,799 reactions and 888 catalyst types from USPTO. The task is: Predict which catalyst facilitates the given reaction. (1) Reactant: [OH:1][CH2:2][CH2:3][CH2:4][CH2:5][O:6][C:7](=[O:10])[CH:8]=[CH2:9].[CH3:11][O:12][C:13](=[O:17])[C:14]([CH3:16])=[CH2:15].CC(N=NC(C#N)(C)C)(C#N)C. Product: [OH:1][CH2:2][CH2:3][CH2:4][CH2:5][O:6][C:7](=[O:10])[CH:8]=[CH2:9].[CH3:11][O:12][C:13](=[O:17])[C:14]([CH3:16])=[CH2:15]. The catalyst class is: 1. (2) Reactant: [C:1]([O:5][C:6]([N:8]1[CH2:13][C@@H:12]([C:14](=[O:37])[NH:15][CH2:16][C:17]2([CH2:31][CH2:32][CH2:33][CH2:34][O:35][CH3:36])[C:30]3[CH:29]=[CH:28][CH:27]=[CH:26][C:25]=3[O:24][C:23]3[C:18]2=[CH:19][CH:20]=[CH:21][CH:22]=3)[CH2:11][C@@H:10]([C:38](O)=[O:39])[CH2:9]1)=[O:7])([CH3:4])([CH3:3])[CH3:2].[CH:41]1([NH:44][CH2:45][C:46]2[CH:51]=[CH:50][N:49]=[C:48]([O:52][CH3:53])[CH:47]=2)[CH2:43][CH2:42]1. Product: [C:1]([O:5][C:6]([N:8]1[CH2:13][C@@H:12]([C:14](=[O:37])[NH:15][CH2:16][C:17]2([CH2:31][CH2:32][CH2:33][CH2:34][O:35][CH3:36])[C:30]3[CH:29]=[CH:28][CH:27]=[CH:26][C:25]=3[O:24][C:23]3[C:18]2=[CH:19][CH:20]=[CH:21][CH:22]=3)[CH2:11][C@@H:10]([C:38](=[O:39])[N:44]([CH:41]2[CH2:43][CH2:42]2)[CH2:45][C:46]2[CH:51]=[CH:50][N:49]=[C:48]([O:52][CH3:53])[CH:47]=2)[CH2:9]1)=[O:7])([CH3:4])([CH3:3])[CH3:2]. The catalyst class is: 66. (3) Reactant: [NH2:1][C:2]1[CH:3]=[C:4]([CH:16]=[CH:17][C:18]=1[O:19][CH3:20])[C:5]([NH:7][C:8]1[CH:13]=[CH:12][C:11]([CH3:14])=[C:10]([CH3:15])[CH:9]=1)=[O:6].[CH3:21][C:22]1[CH:23]=[C:24]([N:28]=[C:29]=[S:30])[CH:25]=[CH:26][CH:27]=1. The catalyst class is: 13. Product: [CH3:15][C:10]1[CH:9]=[C:8]([NH:7][C:5](=[O:6])[C:4]2[CH:16]=[CH:17][C:18]([O:19][CH3:20])=[C:2]([NH:1][C:29]([NH:28][C:24]3[CH:23]=[C:22]([CH3:21])[CH:27]=[CH:26][CH:25]=3)=[S:30])[CH:3]=2)[CH:13]=[CH:12][C:11]=1[CH3:14]. (4) Reactant: [O:1]=[C:2]1[CH:7]([CH2:8][C:9]2[N:10]=[CH:11][N:12]3[C:21]4[C:16](=[CH:17][C:18](/[CH:22]=[CH:23]\[CH3:24])=[CH:19][CH:20]=4)[CH2:15][CH2:14][C:13]=23)[CH2:6][CH2:5][CH2:4][N:3]1[C:25]([O:27][C:28]([CH3:31])([CH3:30])[CH3:29])=[O:26]. Product: [O:1]=[C:2]1[CH:7]([CH2:8][C:9]2[N:10]=[CH:11][N:12]3[C:21]4[C:16](=[CH:17][C:18]([CH2:22][CH2:23][CH3:24])=[CH:19][CH:20]=4)[CH2:15][CH2:14][C:13]=23)[CH2:6][CH2:5][CH2:4][N:3]1[C:25]([O:27][C:28]([CH3:29])([CH3:31])[CH3:30])=[O:26]. The catalyst class is: 19. (5) Reactant: [NH2:1][C:2]1[C:7]([C:8]2[CH:13]=[CH:12][C:11]([F:14])=[CH:10][CH:9]=2)=[CH:6][C:5]([C:15]([O:17][C@@H:18]([C:20]2[O:24][N:23]=[C:22]([CH3:25])[N:21]=2)[CH3:19])=[O:16])=[CH:4][C:3]=1[OH:26].[C:27](O)(=O)[CH:28]([CH3:30])[CH3:29].C1(P(C2C=CC=CC=2)C2C=CC=CC=2)C=CC=CC=1.ClC(Cl)(Cl)C#N. Product: [F:14][C:11]1[CH:12]=[CH:13][C:8]([C:7]2[C:2]3[N:1]=[C:27]([CH:28]([CH3:30])[CH3:29])[O:26][C:3]=3[CH:4]=[C:5]([C:15]([O:17][C@@H:18]([C:20]3[O:24][N:23]=[C:22]([CH3:25])[N:21]=3)[CH3:19])=[O:16])[CH:6]=2)=[CH:9][CH:10]=1. The catalyst class is: 10. (6) Reactant: C([O:5][C:6]([NH:8][C:9]([CH3:14])([CH2:12][OH:13])[CH2:10]O)=O)(C)(C)C.N1C=CC=CC=1.S(Cl)([Cl:24])(=O)=O. Product: [CH3:14][C:9]1([CH2:10][Cl:24])[CH2:12][O:13][C:6](=[O:5])[NH:8]1. The catalyst class is: 343. (7) Reactant: [F:1][C:2]1[CH:3]=[C:4]2[C:8](=[CH:9][CH:10]=1)[NH:7][C:6](=[O:11])[C:5]2=[C:12]1[C:20]2[C:15](=[CH:16][C:17]([CH2:21][CH2:22][C:23](O)=[O:24])=[CH:18][CH:19]=2)[CH2:14][O:13]1.C(Cl)(=O)C(Cl)=O.[CH2:32]([NH2:44])[CH2:33][O:34][CH2:35][CH2:36][O:37][CH2:38][CH2:39][O:40][CH2:41][CH2:42][OH:43]. Product: [F:1][C:2]1[CH:3]=[C:4]2[C:8](=[CH:9][CH:10]=1)[NH:7][C:6](=[O:11])[C:5]2=[C:12]1[C:20]2[C:15](=[CH:16][C:17]([CH2:21][CH2:22][C:23]([NH:44][CH2:32][CH2:33][O:34][CH2:35][CH2:36][O:37][CH2:38][CH2:39][O:40][CH2:41][CH2:42][OH:43])=[O:24])=[CH:18][CH:19]=2)[CH2:14][O:13]1. The catalyst class is: 59. (8) Reactant: Cl[C:2]1[N:11]=[C:10]([NH:12][CH:13]([C:22]2[CH:27]=[CH:26][CH:25]=[CH:24][CH:23]=2)[CH2:14][CH2:15][C:16]2[CH:21]=[CH:20][CH:19]=[CH:18][CH:17]=2)[C:9]2[C:4](=[CH:5][CH:6]=[CH:7][CH:8]=2)[N:3]=1.[CH3:28][S:29]([NH:32][C:33]1[CH:38]=[CH:37][C:36](B(O)O)=[CH:35][CH:34]=1)(=[O:31])=[O:30].C1(C(C2C=CC=CN=2)CNC2C3C(=CC=CC=3)N=C(C3C=CC(NS(C)(=O)=O)=CC=3)N=2)C=CC=CC=1. Product: [C:22]1([CH:13]([NH:12][C:10]2[C:9]3[C:4](=[CH:5][CH:6]=[CH:7][CH:8]=3)[N:3]=[C:2]([C:36]3[CH:35]=[CH:34][C:33]([NH:32][S:29]([CH3:28])(=[O:30])=[O:31])=[CH:38][CH:37]=3)[N:11]=2)[CH2:14][CH2:15][C:16]2[CH:21]=[CH:20][CH:19]=[CH:18][CH:17]=2)[CH:27]=[CH:26][CH:25]=[CH:24][CH:23]=1. The catalyst class is: 147. (9) Reactant: [OH-].[Na+].[OH:3][C:4]1[C:9]2[C:10](=[O:13])[CH2:11][O:12][C:8]=2[CH:7]=[C:6]([OH:14])[CH:5]=1.[CH2:15](Br)[CH:16]=[C:17]([CH3:19])[CH3:18]. Product: [OH:3][C:4]1[C:9]2[C:10](=[O:13])[CH2:11][O:12][C:8]=2[CH:7]=[C:6]([OH:14])[C:5]=1[CH2:15][CH:16]=[C:17]([CH3:19])[CH3:18].[OH:3][C:4]1[C:9]2[C:10](=[O:13])[CH2:11][O:12][C:8]=2[CH:7]=[C:6]([OH:14])[CH:5]=1. The catalyst class is: 5.